Dataset: Reaction yield outcomes from USPTO patents with 853,638 reactions. Task: Predict the reaction yield, written as a fraction of the theoretical maximum amount of product (1.0 means a 100% yield; for example, 0.34 means a 34% yield). (1) The reactants are [F:1][C:2]1[CH:7]=[CH:6][C:5]([C:8]2[N:12]([CH3:13])[N:11]=[CH:10][C:9]=2/[CH:14]=[CH:15]/[C:16]([OH:18])=[O:17])=[CH:4][CH:3]=1.O1CCCC1.[H][H]. The catalyst is [C].[Pd].C(O)C. The product is [F:1][C:2]1[CH:3]=[CH:4][C:5]([C:8]2[N:12]([CH3:13])[N:11]=[CH:10][C:9]=2[CH2:14][CH2:15][C:16]([OH:18])=[O:17])=[CH:6][CH:7]=1. The yield is 0.970. (2) The reactants are Br[CH2:2]/[CH:3]=[CH:4]/[C:5]([OH:7])=O.[CH3:8][N:9]([CH3:18])[C:10]([N:12]1[CH2:17][CH2:16][NH:15][CH2:14][CH2:13]1)=[O:11].CCN(C(C)C)C(C)C.[Cl:28][C:29]1[CH:30]=[C:31]([NH:36][C:37]2[C:38]3[C:45]4[CH2:46][CH2:47][NH:48][CH2:49][C:44]=4[S:43][C:39]=3[N:40]=[CH:41][N:42]=2)[CH:32]=[CH:33][C:34]=1[Cl:35].CCN=C=NCCCN(C)C. The catalyst is C(Cl)Cl.O. The product is [Cl:28][C:29]1[CH:30]=[C:31]([NH:36][C:37]2[C:38]3[C:45]4[CH2:46][CH2:47][N:48]([C:5](=[O:7])/[CH:4]=[CH:3]/[CH2:2][N:15]5[CH2:14][CH2:13][N:12]([C:10]([N:9]([CH3:18])[CH3:8])=[O:11])[CH2:17][CH2:16]5)[CH2:49][C:44]=4[S:43][C:39]=3[N:40]=[CH:41][N:42]=2)[CH:32]=[CH:33][C:34]=1[Cl:35]. The yield is 0.240. (3) The reactants are [CH2:1]([C:3]1[CH:4]=[CH:5][C:6]([CH:9]=[CH2:10])=[N:7][CH:8]=1)[CH3:2].BrN1C(=[O:17])CCC1=O.[OH-].[Na+].[OH:21][C:22]1[CH:29]=[CH:28][C:25]([CH:26]=[O:27])=[CH:24][CH:23]=1. The catalyst is C1(C)C=CC=CC=1.O.C(O)(C)(C)C. The product is [CH2:1]([C:3]1[CH:4]=[CH:5][C:6]([CH:9]([OH:17])[CH2:10][O:21][C:22]2[CH:29]=[CH:28][C:25]([CH:26]=[O:27])=[CH:24][CH:23]=2)=[N:7][CH:8]=1)[CH3:2]. The yield is 0.830. (4) The reactants are [F:1][C@H:2]1[C@H:7]([O:8][C:9]2[CH:14]=[CH:13][C:12]([N+:15]([O-:17])=[O:16])=[CH:11][C:10]=2[C:18]([F:21])([F:20])[F:19])[CH2:6][CH2:5][N:4](C(OC(C)(C)C)=O)[CH2:3]1.Cl. The catalyst is C(Cl)Cl.O1CCOCC1.CCOC(C)=O. The product is [F:1][C@H:2]1[C@H:7]([O:8][C:9]2[CH:14]=[CH:13][C:12]([N+:15]([O-:17])=[O:16])=[CH:11][C:10]=2[C:18]([F:21])([F:19])[F:20])[CH2:6][CH2:5][NH:4][CH2:3]1. The yield is 0.950. (5) The reactants are [CH2:1]([C:4]1[N:9]=[CH:8][C:7]([CH:10]2[CH2:15][CH2:14][N:13](C(OC(C)(C)C)=O)[CH2:12][CH2:11]2)=[CH:6][CH:5]=1)[CH2:2][CH3:3].[ClH:23]. The catalyst is O1CCOCC1. The product is [ClH:23].[NH:13]1[CH2:14][CH2:15][CH:10]([C:7]2[CH:6]=[CH:5][C:4]([CH2:1][CH2:2][CH3:3])=[N:9][CH:8]=2)[CH2:11][CH2:12]1. The yield is 1.00. (6) The reactants are [CH3:1][C:2]1[CH:3]=[CH:4][C:5]([NH2:8])=[N:6][CH:7]=1.Br[C:10]1[N:11]=[C:12]2[C:18]([C:19]([NH:21][C:22]([CH3:26])([CH3:25])[CH2:23][OH:24])=[O:20])=[CH:17][N:16]([CH2:27][O:28][CH2:29][CH2:30][Si:31]([CH3:34])([CH3:33])[CH3:32])[C:13]2=[N:14][CH:15]=1.C1C=CC(P(C2C=CC3C(=CC=CC=3)C=2C2C3C(=CC=CC=3)C=CC=2P(C2C=CC=CC=2)C2C=CC=CC=2)C2C=CC=CC=2)=CC=1.CC(C)([O-])C.[Na+]. The catalyst is C([O-])(=O)C.[Pd+2].C([O-])(=O)C.O.C1(C)C=CC=CC=1.CN(C=O)C. The product is [OH:24][CH2:23][C:22]([NH:21][C:19]([C:18]1[C:12]2[C:13](=[N:14][CH:15]=[C:10]([NH:8][C:5]3[CH:4]=[CH:3][C:2]([CH3:1])=[CH:7][N:6]=3)[N:11]=2)[N:16]([CH2:27][O:28][CH2:29][CH2:30][Si:31]([CH3:33])([CH3:32])[CH3:34])[CH:17]=1)=[O:20])([CH3:25])[CH3:26]. The yield is 0.320. (7) The reactants are [CH3:1][NH:2][CH2:3][CH2:4][CH3:5].C(N(CC)CC)C.Cl.[F:14][C:15]([F:49])([F:48])[C:16]1[CH:21]=[C:20]([C:22]2[CH:27]=[CH:26][C:25]([C:28]([F:31])([F:30])[F:29])=[CH:24][CH:23]=2)[N:19]=[C:18]([C:32]2[CH:37]=[CH:36][N:35]=[C:34]([C:38]3[CH:39]=[C:40]([S:44](Cl)(=[O:46])=[O:45])[CH:41]=[CH:42][CH:43]=3)[CH:33]=2)[N:17]=1. The catalyst is C1COCC1. The product is [CH3:1][N:2]([CH2:3][CH2:4][CH3:5])[S:44]([C:40]1[CH:41]=[CH:42][CH:43]=[C:38]([C:34]2[CH:33]=[C:32]([C:18]3[N:17]=[C:16]([C:15]([F:14])([F:48])[F:49])[CH:21]=[C:20]([C:22]4[CH:27]=[CH:26][C:25]([C:28]([F:31])([F:29])[F:30])=[CH:24][CH:23]=4)[N:19]=3)[CH:37]=[CH:36][N:35]=2)[CH:39]=1)(=[O:45])=[O:46]. The yield is 0.860. (8) The reactants are [N:1]1[CH:6]=[CH:5][CH:4]=[CH:3][C:2]=1[S:7][S:8][CH2:9][CH2:10][CH2:11][NH2:12].CCN(CC)CC.[Cl:20][CH2:21][P:22](Cl)([CH2:24][Cl:25])=[O:23]. The catalyst is C(Cl)Cl. The product is [Cl:20][CH2:21][P:22]([CH2:24][Cl:25])(=[O:23])[NH:12][CH2:11][CH2:10][CH2:9][S:8][S:7][C:2]1[CH:3]=[CH:4][CH:5]=[CH:6][N:1]=1. The yield is 0.860. (9) The reactants are C([O:4][C@@H:5]1[CH2:9][N:8]([C:10]2[CH:15]=[CH:14][N:13]3[N:16]=[CH:17][C:18]([C:19]([O:21]CC)=[O:20])=[C:12]3[N:11]=2)[C@@H:7]([C:24]2[CH:29]=[CH:28][CH:27]=[C:26]([F:30])[CH:25]=2)[CH2:6]1)(=O)C.[OH-].[Na+].Cl. The catalyst is CO.O1CCOCC1. The product is [F:30][C:26]1[CH:25]=[C:24]([C@H:7]2[CH2:6][C@H:5]([OH:4])[CH2:9][N:8]2[C:10]2[CH:15]=[CH:14][N:13]3[N:16]=[CH:17][C:18]([C:19]([OH:21])=[O:20])=[C:12]3[N:11]=2)[CH:29]=[CH:28][CH:27]=1. The yield is 0.100. (10) The reactants are [NH2:1][C:2]1[CH:7]=[CH:6][C:5]([S:8]([NH:11][C:12]2[S:13][CH:14]=[N:15][N:16]=2)(=[O:10])=[O:9])=[CH:4][CH:3]=1.[C:17](Cl)(=[O:27])[CH2:18][CH2:19][CH2:20][CH2:21][CH2:22][CH2:23][CH2:24][CH2:25][CH3:26].Cl. The catalyst is N1C=CC=CC=1. The product is [S:13]1[CH:14]=[N:15][N:16]=[C:12]1[NH:11][S:8]([C:5]1[CH:6]=[CH:7][C:2]([NH:1][C:17](=[O:27])[CH2:18][CH2:19][CH2:20][CH2:21][CH2:22][CH2:23][CH2:24][CH2:25][CH3:26])=[CH:3][CH:4]=1)(=[O:10])=[O:9]. The yield is 0.950.